This data is from Forward reaction prediction with 1.9M reactions from USPTO patents (1976-2016). The task is: Predict the product of the given reaction. (1) Given the reactants [CH3:1][N:2]([CH3:16])[CH:3]1[CH2:8][CH2:7][C:6]([C:9]2[CH:10]=[C:11]([NH2:15])[CH:12]=[CH:13][CH:14]=2)=[CH:5][CH2:4]1.[F:17][C:18]1[CH:26]=[CH:25][C:21]([C:22]([Cl:24])=[O:23])=[CH:20][CH:19]=1, predict the reaction product. The product is: [ClH:24].[CH3:1][N:2]([CH3:16])[CH:3]1[CH2:8][CH2:7][C:6]([C:9]2[CH:10]=[C:11]([NH:15][C:22](=[O:23])[C:21]3[CH:25]=[CH:26][C:18]([F:17])=[CH:19][CH:20]=3)[CH:12]=[CH:13][CH:14]=2)=[CH:5][CH2:4]1. (2) Given the reactants [C:1]1([CH3:11])[CH:6]=[CH:5][C:4]([S:7]([OH:10])(=[O:9])=[O:8])=[CH:3][CH:2]=1.[Na+:12].[OH-], predict the reaction product. The product is: [C:1]1([CH3:11])[CH:2]=[CH:3][C:4]([S:7]([O-:10])(=[O:8])=[O:9])=[CH:5][CH:6]=1.[Na+:12]. (3) Given the reactants [CH2:1]([O:3][C:4]([C:6]1[NH:7][C:8]2[C:13]([CH:14]=1)=[CH:12][C:11]([Cl:15])=[CH:10][CH:9]=2)=[O:5])[CH3:2].C(=O)([O-])[O-].[Cs+].[Cs+].Br[CH2:23][CH2:24][CH2:25][C:26]#[N:27], predict the reaction product. The product is: [Cl:15][C:11]1[CH:12]=[C:13]2[C:8](=[CH:9][CH:10]=1)[N:7]([CH2:23][CH2:24][CH2:25][C:26]#[N:27])[C:6]([C:4]([O:3][CH2:1][CH3:2])=[O:5])=[CH:14]2.